This data is from Full USPTO retrosynthesis dataset with 1.9M reactions from patents (1976-2016). The task is: Predict the reactants needed to synthesize the given product. (1) Given the product [F:1][C:2]1[CH:3]=[C:4]([NH:9][C:10]([C:12]2[CH:13]=[C:14]([N:18]3[CH2:22][C@@H:21]4[CH2:23][N:24]([C:26]([O:28][C:29]([CH3:32])([CH3:31])[CH3:30])=[O:27])[CH2:25][C@@H:20]4[CH2:19]3)[CH:15]=[N:16][CH:17]=2)=[S:42])[CH:5]=[C:6]([F:8])[CH:7]=1, predict the reactants needed to synthesize it. The reactants are: [F:1][C:2]1[CH:3]=[C:4]([NH:9][C:10]([C:12]2[CH:13]=[C:14]([N:18]3[CH2:22][C@@H:21]4[CH2:23][N:24]([C:26]([O:28][C:29]([CH3:32])([CH3:31])[CH3:30])=[O:27])[CH2:25][C@@H:20]4[CH2:19]3)[CH:15]=[N:16][CH:17]=2)=O)[CH:5]=[C:6]([F:8])[CH:7]=1.COC1C=CC(P2(SP(C3C=CC(OC)=CC=3)(=S)S2)=[S:42])=CC=1. (2) Given the product [O:1]=[C:2]([C:10]1[C:23]2[C:24]3=[C:25]4[C:20](=[CH:21][CH:22]=2)[CH:19]=[CH:18][C:17]([S:27]([OH:30])(=[O:29])=[O:28])=[C:16]4[CH:15]=[CH:14][C:13]3=[CH:12][CH:11]=1)[CH2:3][CH2:4][C:5]([OH:7])=[O:6], predict the reactants needed to synthesize it. The reactants are: [O:1]=[C:2]([C:10]1[C:23]2[C:24]3=[C:25]4[C:20](=[CH:21][CH:22]=2)[CH:19]=[CH:18][CH:17]=[C:16]4[CH:15]=[CH:14][C:13]3=[CH:12][CH:11]=1)[CH2:3][CH2:4][C:5]([O:7]CC)=[O:6].Cl[S:27]([OH:30])(=[O:29])=[O:28]. (3) Given the product [CH:15]1([C:13]#[C:14][C:2]2[CH:11]=[CH:10][C:5]([C:6]([OH:8])=[O:7])=[C:4]([CH3:12])[CH:3]=2)[CH2:17][CH2:16]1, predict the reactants needed to synthesize it. The reactants are: Br[C:2]1[CH:11]=[CH:10][C:5]([C:6]([O:8]C)=[O:7])=[C:4]([CH3:12])[CH:3]=1.[C:13]([CH:15]1[CH2:17][CH2:16]1)#[CH:14]. (4) Given the product [C@H:1]12[CH2:8][CH2:7][C@H:4]([CH:5]=[CH:6]1)[CH2:3][CH:2]2[C:9]1([CH3:25])[N:13]([CH3:26])[C:12](=[O:14])[N:11]([CH2:15][C:16](=[O:23])[C:17]2[CH:18]=[CH:19][CH:20]=[CH:21][CH:22]=2)[C:10]1=[O:24], predict the reactants needed to synthesize it. The reactants are: [C@H:1]12[CH2:8][CH2:7][C@H:4]([CH:5]=[CH:6]1)[CH2:3][CH:2]2[C:9]1([CH3:25])[NH:13][C:12](=[O:14])[N:11]([CH2:15][C:16](=[O:23])[C:17]2[CH:22]=[CH:21][CH:20]=[CH:19][CH:18]=2)[C:10]1=[O:24].[CH3:26]I. (5) Given the product [CH3:20][O:19][C:15]1[CH:16]=[CH:17][CH:18]=[C:13]([O:12][CH3:11])[C:14]=1[CH2:21][C:22]1[C:23]([NH2:24])=[N:1][C:2]2[C:3]([CH:4]=1)=[CH:6][C:7]([F:10])=[CH:8][CH:9]=2, predict the reactants needed to synthesize it. The reactants are: [NH2:1][C:2]1[CH:9]=[CH:8][C:7]([F:10])=[CH:6][C:3]=1[CH:4]=O.[CH3:11][O:12][C:13]1[CH:18]=[CH:17][CH:16]=[C:15]([O:19][CH3:20])[C:14]=1[CH2:21][CH2:22][C:23]#[N:24]. (6) Given the product [NH2:8][C:9]1[CH:18]=[CH:17][C:16]([O:19][CH3:32])=[CH:15][C:10]=1[C:11]([O:13][CH3:14])=[O:12], predict the reactants needed to synthesize it. The reactants are: C(OC([N:8](C(OC(C)(C)C)=O)[C:9]1[CH:18]=[CH:17][C:16]([OH:19])=[CH:15][C:10]=1[C:11]([O:13][CH3:14])=[O:12])=O)(C)(C)C.[H-].[Na+].CI.Cl.[C:32](OCC)(=O)C.